This data is from Full USPTO retrosynthesis dataset with 1.9M reactions from patents (1976-2016). The task is: Predict the reactants needed to synthesize the given product. (1) Given the product [Cl:1][C:2]1[C:3]([C:13]#[N:14])=[N:4][CH:5]=[C:6]([C:8]([F:11])([F:10])[F:9])[CH:7]=1, predict the reactants needed to synthesize it. The reactants are: [Cl:1][C:2]1[C:3](F)=[N:4][CH:5]=[C:6]([C:8]([F:11])([F:10])[F:9])[CH:7]=1.[C-:13]#[N:14].[K+]. (2) Given the product [C:15]1([C:20]2[CH:21]=[CH:22][CH:23]=[CH:24][CH:25]=2)[CH:16]=[CH:17][CH:18]=[CH:19][C:14]=1[NH:13][C:11]([NH:10][C:6]1[CH:7]=[CH:8][CH:9]=[C:4]([CH2:3][CH:2]([NH:1][CH2:28][C@H:29]([O:30][Si:31]([C:34]([CH3:35])([CH3:37])[CH3:36])([CH3:32])[CH3:33])[C:38]2[CH:49]=[CH:48][C:41]3[O:42][C:43]([CH3:46])([CH3:47])[O:44][CH2:45][C:40]=3[CH:39]=2)[CH3:26])[CH:5]=1)=[O:12], predict the reactants needed to synthesize it. The reactants are: [NH2:1][CH:2]([CH3:26])[CH2:3][C:4]1[CH:5]=[C:6]([NH:10][C:11]([NH:13][C:14]2[CH:19]=[CH:18][CH:17]=[CH:16][C:15]=2[C:20]2[CH:25]=[CH:24][CH:23]=[CH:22][CH:21]=2)=[O:12])[CH:7]=[CH:8][CH:9]=1.Br[CH2:28][C@@H:29]([C:38]1[CH:49]=[CH:48][C:41]2[O:42][C:43]([CH3:47])([CH3:46])[O:44][CH2:45][C:40]=2[CH:39]=1)[O:30][Si:31]([C:34]([CH3:37])([CH3:36])[CH3:35])([CH3:33])[CH3:32].C(=O)([O-])O.[Na+].O. (3) Given the product [NH2:8][C@@H:9]([C:14]([OH:16])=[O:15])[C:10]([CH3:13])([CH3:12])[CH3:11], predict the reactants needed to synthesize it. The reactants are: C(OC(C)C)(C)C.[NH2:8][C@H:9]([C:14]([OH:16])=[O:15])[C:10]([CH3:13])([CH3:12])[CH3:11]. (4) Given the product [OH:8][NH:9][C:10](=[O:32])[CH2:11][CH2:12][CH2:13][CH2:14][CH2:15][CH2:16][CH2:17][O:18][C:19]1[CH:31]=[CH:30][C:29]2[C:28]3[C:23](=[CH:24][CH:25]=[CH:26][CH:27]=3)[NH:22][C:21]=2[CH:20]=1, predict the reactants needed to synthesize it. The reactants are: C([O:8][NH:9][C:10](=[O:32])[CH2:11][CH2:12][CH2:13][CH2:14][CH2:15][CH2:16][CH2:17][O:18][C:19]1[CH:31]=[CH:30][C:29]2[C:28]3[C:23](=[CH:24][CH:25]=[CH:26][CH:27]=3)[NH:22][C:21]=2[CH:20]=1)C1C=CC=CC=1.